Dataset: Full USPTO retrosynthesis dataset with 1.9M reactions from patents (1976-2016). Task: Predict the reactants needed to synthesize the given product. (1) Given the product [CH2:1]([S:3]([C:6]1[CH:7]=[C:8]([C:12]2[CH:20]=[CH:19][C:18]([O:21][CH2:31][CH2:30][CH2:29][N:28]([CH3:43])[CH3:27])=[C:17]3[C:13]=2[C:14]2[CH:25]=[C:24]([CH3:26])[CH:23]=[N:22][C:15]=2[NH:16]3)[CH:9]=[CH:10][CH:11]=1)(=[O:5])=[O:4])[CH3:2], predict the reactants needed to synthesize it. The reactants are: [CH2:1]([S:3]([C:6]1[CH:7]=[C:8]([C:12]2[CH:20]=[CH:19][C:18]([OH:21])=[C:17]3[C:13]=2[C:14]2[CH:25]=[C:24]([CH3:26])[CH:23]=[N:22][C:15]=2[NH:16]3)[CH:9]=[CH:10][CH:11]=1)(=[O:5])=[O:4])[CH3:2].[CH3:27][N:28]([CH3:43])[CH2:29][CH2:30][CH2:31]OS(C1C=CC(C)=CC=1)(=O)=O.C(=O)([O-])[O-].[K+].[K+]. (2) The reactants are: Br[C:2]1[CH:14]=[CH:13][C:12]([C:15](=[O:17])[NH2:16])=[C:11]2[C:3]=1[C:4]1[CH2:5][CH2:6][CH:7]([NH:18][C:19](=[O:28])[O:20][CH2:21][C:22]3[CH:27]=[CH:26][CH:25]=[CH:24][CH:23]=3)[CH2:8][C:9]=1[NH:10]2.[CH3:29][C:30]1[C:36](B2OC(C)(C)C(C)(C)O2)=[CH:35][CH:34]=[CH:33][C:31]=1[NH2:32]. Given the product [NH2:32][C:31]1[C:30]([CH3:29])=[C:36]([C:2]2[CH:14]=[CH:13][C:12]([C:15](=[O:17])[NH2:16])=[C:11]3[C:3]=2[C:4]2[CH2:5][CH2:6][CH:7]([NH:18][C:19](=[O:28])[O:20][CH2:21][C:22]4[CH:27]=[CH:26][CH:25]=[CH:24][CH:23]=4)[CH2:8][C:9]=2[NH:10]3)[CH:35]=[CH:34][CH:33]=1, predict the reactants needed to synthesize it. (3) Given the product [C:1]([O:5][C:6]([N:8]1[CH2:11][CH:10]([CH3:12])[C:9]1([CH2:20][CH2:21][NH:30][CH2:23][C:24]1[CH:29]=[CH:28][CH:27]=[CH:26][CH:25]=1)[C:13]([O:15][C:16]([CH3:17])([CH3:18])[CH3:19])=[O:14])=[O:7])([CH3:2])([CH3:3])[CH3:4], predict the reactants needed to synthesize it. The reactants are: [C:1]([O:5][C:6]([N:8]1[CH2:11][CH:10]([CH3:12])[C:9]1([CH2:20][CH:21]=O)[C:13]([O:15][C:16]([CH3:19])([CH3:18])[CH3:17])=[O:14])=[O:7])([CH3:4])([CH3:3])[CH3:2].[CH2:23]([NH2:30])[C:24]1[CH:29]=[CH:28][CH:27]=[CH:26][CH:25]=1.C(O[BH-](OC(=O)C)OC(=O)C)(=O)C.[Na+].O. (4) Given the product [NH2:31][CH2:2][CH2:3][N:4]1[C:27](=[O:28])[N:7]2[CH:8]([C:20]3[CH:25]=[CH:24][CH:23]=[C:22]([OH:26])[CH:21]=3)[C:9]3[NH:10][C:11]4[C:16]([C:17]=3[CH2:18][C:6]2([CH3:29])[C:5]1=[O:30])=[CH:15][C:14]([Cl:19])=[CH:13][CH:12]=4, predict the reactants needed to synthesize it. The reactants are: Br[CH2:2][CH2:3][N:4]1[C:27](=[O:28])[N:7]2[CH:8]([C:20]3[CH:25]=[CH:24][CH:23]=[C:22]([OH:26])[CH:21]=3)[C:9]3[NH:10][C:11]4[C:16]([C:17]=3[CH2:18][C:6]2([CH3:29])[C:5]1=[O:30])=[CH:15][C:14]([Cl:19])=[CH:13][CH:12]=4.[NH3:31]. (5) Given the product [I:2][C:3]1[CH:4]=[CH:5][C:6]([N:9]2[CH2:14][CH2:13][N:12]([C:17]([O:19][C:20]([CH3:23])([CH3:22])[CH3:21])=[O:18])[CH2:11][CH2:10]2)=[CH:7][CH:8]=1, predict the reactants needed to synthesize it. The reactants are: Cl.[I:2][C:3]1[CH:8]=[CH:7][C:6]([N:9]2[CH2:14][CH2:13][NH:12][CH2:11][CH2:10]2)=[CH:5][CH:4]=1.[OH-].[Na+].[C:17](O[C:17]([O:19][C:20]([CH3:23])([CH3:22])[CH3:21])=[O:18])([O:19][C:20]([CH3:23])([CH3:22])[CH3:21])=[O:18]. (6) Given the product [Cl:25][C:12]1[N:13]=[C:8]([C:5]2[CH:6]=[CH:7][C:2]([CH3:1])=[CH:3][CH:4]=2)[C:9]([C:17]2[CH:22]=[CH:21][CH:20]=[CH:19][CH:18]=2)=[CH:10][C:11]=1[C:15]#[N:16], predict the reactants needed to synthesize it. The reactants are: [CH3:1][C:2]1[CH:7]=[CH:6][C:5]([C:8]2[NH:13][C:12](=O)[C:11]([C:15]#[N:16])=[CH:10][C:9]=2[C:17]2[CH:22]=[CH:21][CH:20]=[CH:19][CH:18]=2)=[CH:4][CH:3]=1.O=P(Cl)(Cl)[Cl:25]. (7) Given the product [NH2:16][C:17]1[S:18]/[C:19](=[CH:14]\[C:11]2[CH:12]=[C:13]3[C:8](=[CH:9][CH:10]=2)[N:7]=[CH:6][CH:5]=[C:4]3[O:3][CH2:1][CH3:2])/[C:20](=[O:22])[N:21]=1, predict the reactants needed to synthesize it. The reactants are: [CH2:1]([O:3][C:4]1[C:13]2[C:8](=[CH:9][CH:10]=[C:11]([CH:14]=O)[CH:12]=2)[N:7]=[CH:6][CH:5]=1)[CH3:2].[NH2:16][C:17]1[S:18][CH2:19][C:20](=[O:22])[N:21]=1.C([O-])(=O)C.[Na+].